Task: Binary Classification. Given a drug SMILES string, predict its activity (active/inactive) in a high-throughput screening assay against a specified biological target.. Dataset: Orexin1 receptor HTS with 218,158 compounds and 233 confirmed actives (1) The result is 0 (inactive). The molecule is O=C(N)C1CCN(CC1)c1ncnc2c1[nH]c1c2c(OC)ccc1. (2) The molecule is O(C1C(NC(=O)CCc2ccccc2)c2c(CC1)cccc2)Cc1ccccc1. The result is 0 (inactive). (3) The molecule is Brc1ccc(c2oc(SC(OC)=O)nn2)cc1. The result is 0 (inactive). (4) The molecule is O=C(NCC(OCC(=O)N(CCC#N)c1ccccc1)=O)C12CC3CC(C2)CC(C1)C3. The result is 0 (inactive). (5) The drug is S(c1nc(nc2n(c(=O)n(c(=O)c12)C)C)CCC)CC(=O)Nc1c(OC)cccc1. The result is 0 (inactive). (6) The result is 0 (inactive). The compound is O(C(=O)c1c(n(nc1C)c1ccccc1)n1cccc1)C. (7) The molecule is O=C1CC(CC=2NC(=C(C(C12)c1ccc(N(C)C)cc1)C(OCCOC)=O)C)(C)C. The result is 0 (inactive). (8) The molecule is O=C(N1CCN(CC1)C)c1c(n(nc1)c1ccccc1)NC(=O)c1ccc([N+]([O-])=O)cc1. The result is 0 (inactive). (9) The compound is s1c2nc([nH]c(=O)c2c(c1C(O)=O)C)CSc1sc(SC)nn1. The result is 0 (inactive).